This data is from TCR-epitope binding with 47,182 pairs between 192 epitopes and 23,139 TCRs. The task is: Binary Classification. Given a T-cell receptor sequence (or CDR3 region) and an epitope sequence, predict whether binding occurs between them. (1) The epitope is ITEEVGHTDLMAAY. The TCR CDR3 sequence is CASSLSLAGESGELFF. Result: 1 (the TCR binds to the epitope). (2) Result: 1 (the TCR binds to the epitope). The epitope is EIYKRWII. The TCR CDR3 sequence is CASSGRLGLGTEAFF. (3) The epitope is YLNTLTLAV. The TCR CDR3 sequence is CSVEGQGTGDEQFF. Result: 1 (the TCR binds to the epitope). (4) The epitope is QASQEVKNW. The TCR CDR3 sequence is CASSGPGLGLYEQYF. Result: 0 (the TCR does not bind to the epitope). (5) The epitope is TPINLVRDL. The TCR CDR3 sequence is CASSFRFTGNTIYF. Result: 0 (the TCR does not bind to the epitope). (6) The epitope is FLLNKEMYL. The TCR CDR3 sequence is CASSFGVSYEQYF. Result: 0 (the TCR does not bind to the epitope). (7) The epitope is NLVPMVATV. The TCR CDR3 sequence is CASSPSGTVYGYTF. Result: 1 (the TCR binds to the epitope).